This data is from NCI-60 drug combinations with 297,098 pairs across 59 cell lines. The task is: Regression. Given two drug SMILES strings and cell line genomic features, predict the synergy score measuring deviation from expected non-interaction effect. Drug 1: CC1=CC=C(C=C1)C2=CC(=NN2C3=CC=C(C=C3)S(=O)(=O)N)C(F)(F)F. Drug 2: CC1=C(C(CCC1)(C)C)C=CC(=CC=CC(=CC(=O)O)C)C. Cell line: CAKI-1. Synergy scores: CSS=17.0, Synergy_ZIP=-3.06, Synergy_Bliss=1.76, Synergy_Loewe=-3.14, Synergy_HSA=0.842.